Task: Predict the reactants needed to synthesize the given product.. Dataset: Full USPTO retrosynthesis dataset with 1.9M reactions from patents (1976-2016) (1) Given the product [F:1][C:2]([F:11])([F:12])[O:3][C:4]1[CH:10]=[CH:9][C:7]([NH:8][C:23]([C:19]2[S:20][CH:21]=[CH:22][C:18]=2[NH2:17])=[O:24])=[CH:6][CH:5]=1, predict the reactants needed to synthesize it. The reactants are: [F:1][C:2]([F:12])([F:11])[O:3][C:4]1[CH:10]=[CH:9][C:7]([NH2:8])=[CH:6][CH:5]=1.C[Al](C)C.[NH2:17][C:18]1[CH:22]=[CH:21][S:20][C:19]=1[C:23](OC)=[O:24].C(=O)(O)[O-].[Na+]. (2) Given the product [ClH:40].[ClH:40].[ClH:40].[O:1]1[C:10]2[CH:9]=[C:8]([CH2:11][NH:12][CH:20]3[CH2:25][CH2:24][N:23]([CH2:26][CH2:27][N:28]4[C:37]5[C:32](=[N:33][CH:34]=[C:35]([F:38])[CH:36]=5)[CH:31]=[CH:30][C:29]4=[O:39])[CH2:22][CH2:21]3)[N:7]=[CH:6][C:5]=2[O:4][CH2:3][CH2:2]1, predict the reactants needed to synthesize it. The reactants are: [O:1]1[C:10]2[CH:9]=[C:8]([CH2:11][N:12]([CH:20]3[CH2:25][CH2:24][N:23]([CH2:26][CH2:27][N:28]4[C:37]5[C:32](=[N:33][CH:34]=[C:35]([F:38])[CH:36]=5)[CH:31]=[CH:30][C:29]4=[O:39])[CH2:22][CH2:21]3)C(=O)OC(C)(C)C)[N:7]=[CH:6][C:5]=2[O:4][CH2:3][CH2:2]1.[ClH:40].